This data is from Forward reaction prediction with 1.9M reactions from USPTO patents (1976-2016). The task is: Predict the product of the given reaction. (1) The product is: [Cl:37][C:14]1[C:13]([C:4]2[CH:5]=[CH:6][CH:7]=[CH:8][C:3]=2[CH2:2][OH:1])=[CH:22][C:21]([OH:23])=[C:20]2[C:15]=1[C:16](=[O:36])[NH:17][CH:18]=[N:19]2. Given the reactants [OH:1][CH2:2][C:3]1[CH:8]=[CH:7][CH:6]=[CH:5][C:4]=1B(O)O.Br[C:13]1[C:14]([Cl:37])=[C:15]2[C:20](=[C:21]([O:23]COCCOC)[CH:22]=1)[N:19]=[CH:18][N:17](COCCOC)[C:16]2=[O:36], predict the reaction product. (2) Given the reactants S([N:11]1[C:15]2[N:16]=[CH:17][C:18]3[N:19]([C:20]([C:23]45[CH2:30][CH2:29][C:26]([NH:31][S:32]([CH:35]6[CH2:37][CH2:36]6)(=[O:34])=[O:33])([CH2:27][CH2:28]4)[CH2:25][CH2:24]5)=[N:21][N:22]=3)[C:14]=2[CH:13]=[CH:12]1)(C1C=CC(C)=CC=1)(=O)=O.[OH-].[Na+].O1CCOCC1, predict the reaction product. The product is: [C:20]1([C:23]23[CH2:24][CH2:25][C:26]([NH:31][S:32]([CH:35]4[CH2:37][CH2:36]4)(=[O:33])=[O:34])([CH2:27][CH2:28]2)[CH2:29][CH2:30]3)[N:19]2[C:14]3[CH:13]=[CH:12][NH:11][C:15]=3[N:16]=[CH:17][C:18]2=[N:22][N:21]=1. (3) The product is: [Cl:10][C:9]1[CH:8]=[CH:7][CH:6]=[C:5]2[C:4]=1[C:3](=[O:13])[N:20]([CH2:19][C:18]1[CH:21]=[CH:22][C:15]([Cl:14])=[CH:16][CH:17]=1)[CH2:11]2. Given the reactants CO[C:3](=[O:13])[C:4]1[C:9]([Cl:10])=[CH:8][CH:7]=[CH:6][C:5]=1[CH2:11]Br.[Cl:14][C:15]1[CH:22]=[CH:21][C:18]([CH2:19][NH2:20])=[CH:17][CH:16]=1.C([O-])([O-])=O.[K+].[K+].C(OCC)(=O)C, predict the reaction product. (4) Given the reactants [C:1]([O:9][C:10]([CH3:13])(C)C)(=[O:8])[CH2:2][C:3](OCC)=O.[H-].[Na+].ClC1[S:18][C:19]([Cl:25])=[CH:20][C:21]=1[N+:22]([O-:24])=[O:23].Cl, predict the reaction product. The product is: [Cl:25][C:19]1[S:18][C:3]([CH2:2][C:1]([O:9][CH2:10][CH3:13])=[O:8])=[C:21]([N+:22]([O-:24])=[O:23])[CH:20]=1. (5) Given the reactants ClC1C(OC2C=CC(Cl)=C(C(F)(F)F)C=2)=CC(F)=C(C=1)C(O)=O.[Cl:24][C:25]1[CH:26]=[C:27]([O:35][C:36]2[C:44]([CH:45]=[CH2:46])=[CH:43][C:39]([C:40]([OH:42])=O)=[C:38]([F:47])[CH:37]=2)[CH:28]=[N:29][C:30]=1[O:31][CH:32]([CH3:34])[CH3:33].CN(C)S(N)(=O)=O.[N:55]1([S:59]([NH2:62])(=[O:61])=[O:60])[CH2:58][CH2:57][CH2:56]1, predict the reaction product. The product is: [N:55]1([S:59]([NH:62][C:40](=[O:42])[C:39]2[CH:43]=[C:44]([CH:45]=[CH2:46])[C:36]([O:35][C:27]3[CH:28]=[N:29][C:30]([O:31][CH:32]([CH3:33])[CH3:34])=[C:25]([Cl:24])[CH:26]=3)=[CH:37][C:38]=2[F:47])(=[O:61])=[O:60])[CH2:58][CH2:57][CH2:56]1. (6) Given the reactants [CH3:1][O:2][C:3]([C:5]1[N:6]([CH:10]([C:12]([O:14][C:15]([CH3:18])([CH3:17])[CH3:16])=[O:13])[CH3:11])[CH:7]=[CH:8][CH:9]=1)=[O:4].C[Si]([N-][Si](C)(C)C)(C)C.[K+].C1(C)C=CC=CC=1.Br[CH2:37][C:38]1[CH:43]=[CH:42][C:41]([F:44])=[C:40]([Cl:45])[CH:39]=1.Cl, predict the reaction product. The product is: [CH3:1][O:2][C:3]([C:5]1[N:6]([C:10]([C:12]([O:14][C:15]([CH3:16])([CH3:18])[CH3:17])=[O:13])([CH3:11])[CH2:37][C:38]2[CH:43]=[CH:42][C:41]([F:44])=[C:40]([Cl:45])[CH:39]=2)[CH:7]=[CH:8][CH:9]=1)=[O:4]. (7) Given the reactants [OH:1][C:2]1[C:11]2[C:6](=[N:7][CH:8]=[CH:9][CH:10]=2)[N:5]([CH2:12][CH2:13][CH:14]([CH3:16])[CH3:15])[C:4](=[O:17])[C:3]=1[C:18]1[NH:23][C:22]2[CH:24]=[CH:25][C:26]([NH:28][S:29](N3CCOC3=O)(=[O:31])=[O:30])=[CH:27][C:21]=2[S:20](=[O:39])(=[O:38])[N:19]=1.[CH3:40][C:41]([O:44][C:45]([N:47]1[CH2:52][CH2:51][CH:50]([NH2:53])[CH2:49][CH2:48]1)=[O:46])([CH3:43])[CH3:42], predict the reaction product. The product is: [OH:1][C:2]1[C:11]2[C:6](=[N:7][CH:8]=[CH:9][CH:10]=2)[N:5]([CH2:12][CH2:13][CH:14]([CH3:16])[CH3:15])[C:4](=[O:17])[C:3]=1[C:18]1[NH:23][C:22]2[CH:24]=[CH:25][C:26]([NH:28][S:29]([NH:53][CH:50]3[CH2:49][CH2:48][N:47]([C:45]([O:44][C:41]([CH3:43])([CH3:42])[CH3:40])=[O:46])[CH2:52][CH2:51]3)(=[O:31])=[O:30])=[CH:27][C:21]=2[S:20](=[O:38])(=[O:39])[N:19]=1.